The task is: Predict which catalyst facilitates the given reaction.. This data is from Catalyst prediction with 721,799 reactions and 888 catalyst types from USPTO. (1) Reactant: [OH-].[K+].[C:3]([O:7][CH:8]([C:14]1[C:18]([C:19]2[CH:20]=[CH:21][C:22]3[O:27][CH2:26][CH2:25][CH2:24][C:23]=3[CH:28]=2)=[C:17]([C:29]2[CH:34]=[CH:33][C:32]([F:35])=[CH:31][CH:30]=2)[S:16][C:15]=1[CH3:36])[C:9]([O:11]CC)=[O:10])([CH3:6])([CH3:5])[CH3:4]. Product: [C:3]([O:7][CH:8]([C:14]1[C:18]([C:19]2[CH:20]=[CH:21][C:22]3[O:27][CH2:26][CH2:25][CH2:24][C:23]=3[CH:28]=2)=[C:17]([C:29]2[CH:34]=[CH:33][C:32]([F:35])=[CH:31][CH:30]=2)[S:16][C:15]=1[CH3:36])[C:9]([OH:11])=[O:10])([CH3:6])([CH3:5])[CH3:4]. The catalyst class is: 24. (2) Reactant: [NH:1]1[CH2:4][CH2:3][C@H:2]1[CH2:5][O:6][C:7]1[CH:8]=[C:9]([C:13]2[CH:14]=[C:15]([CH2:19][C@H:20]([OH:28])[CH2:21][C:22]3[CH:27]=[CH:26][CH:25]=[CH:24][CH:23]=3)[CH:16]=[CH:17][CH:18]=2)[CH:10]=[N:11][CH:12]=1.[ClH:29]. Product: [ClH:29].[NH:1]1[CH2:4][CH2:3][C@H:2]1[CH2:5][O:6][C:7]1[CH:8]=[C:9]([C:13]2[CH:14]=[C:15]([CH2:19][C@H:20]([OH:28])[CH2:21][C:22]3[CH:27]=[CH:26][CH:25]=[CH:24][CH:23]=3)[CH:16]=[CH:17][CH:18]=2)[CH:10]=[N:11][CH:12]=1. The catalyst class is: 5.